Dataset: Full USPTO retrosynthesis dataset with 1.9M reactions from patents (1976-2016). Task: Predict the reactants needed to synthesize the given product. The reactants are: CS([C:4]1[N:9]=[CH:8][C:7]2=[CH:10][CH:11]=[C:12]([C:13]3[CH:18]=[CH:17][CH:16]=[CH:15][C:14]=3[O:19][CH3:20])[N:6]2[N:5]=1)=O.C(N(CC)C(C)C)(C)C.[NH2:30][C:31]1[CH:32]=[C:33]([CH:37]=[CH:38][CH:39]=1)[C:34]([NH2:36])=[O:35]. Given the product [CH3:20][O:19][C:14]1[CH:15]=[CH:16][CH:17]=[CH:18][C:13]=1[C:12]1[N:6]2[C:7]([CH:8]=[N:9][C:4]([NH:30][C:31]3[CH:32]=[C:33]([CH:37]=[CH:38][CH:39]=3)[C:34]([NH2:36])=[O:35])=[N:5]2)=[CH:10][CH:11]=1, predict the reactants needed to synthesize it.